Dataset: Reaction yield outcomes from USPTO patents with 853,638 reactions. Task: Predict the reaction yield, written as a fraction of the theoretical maximum amount of product (1.0 means a 100% yield; for example, 0.34 means a 34% yield). The reactants are [CH:1]1[CH:2]=[CH:3][C:4]2[N:9]=[C:8]([C:10]3[N:14]=[CH:13][S:12][CH:11]=3)[NH:7][C:5]=2[CH:6]=1.C([O-])([O-])=O.[K+].[K+].[CH2:21](Br)[C:22]1[CH:27]=[CH:26][CH:25]=[CH:24][CH:23]=1. The catalyst is CN(C=O)C. The product is [CH2:21]([N:9]1[C:4]2[CH:3]=[CH:2][CH:1]=[CH:6][C:5]=2[N:7]=[C:8]1[C:10]1[N:14]=[CH:13][S:12][CH:11]=1)[C:22]1[CH:27]=[CH:26][CH:25]=[CH:24][CH:23]=1. The yield is 0.940.